From a dataset of Full USPTO retrosynthesis dataset with 1.9M reactions from patents (1976-2016). Predict the reactants needed to synthesize the given product. Given the product [F:22][C:12]1[CH:11]=[C:10]([CH:15]=[CH:14][C:13]=1[C:16]1[NH:20][C:19](=[O:21])[O:18][N:17]=1)[O:9][CH2:8][C:7]1[S:6][C:5]([C:23]2[CH:28]=[CH:27][C:26]([C:29]([F:31])([F:30])[F:32])=[CH:25][CH:24]=2)=[N:4][C:3]=1[CH2:2][NH:1][C:39](=[O:41])[CH3:40], predict the reactants needed to synthesize it. The reactants are: [NH2:1][CH2:2][C:3]1[N:4]=[C:5]([C:23]2[CH:28]=[CH:27][C:26]([C:29]([F:32])([F:31])[F:30])=[CH:25][CH:24]=2)[S:6][C:7]=1[CH2:8][O:9][C:10]1[CH:15]=[CH:14][C:13]([C:16]2[NH:20][C:19](=[O:21])[O:18][N:17]=2)=[C:12]([F:22])[CH:11]=1.N1C=CC=CC=1.[C:39](OC(=O)C)(=[O:41])[CH3:40].O.